Dataset: Full USPTO retrosynthesis dataset with 1.9M reactions from patents (1976-2016). Task: Predict the reactants needed to synthesize the given product. (1) Given the product [Cl:15][CH2:14][CH2:13][N:4]1[C:3](=[O:8])[C:2]([CH3:9])([CH3:1])[O:6][C:5]1=[O:7], predict the reactants needed to synthesize it. The reactants are: [CH3:1][C:2]1([CH3:9])[O:6][C:5](=[O:7])[NH:4][C:3]1=[O:8].[H-].[Na+].Br[CH2:13][CH2:14][Cl:15]. (2) Given the product [C:38]([OH:39])(=[O:37])[CH3:40].[F:24][C:20]1[CH:19]=[C:18]2[C:10]3([CH2:11][CH2:12][CH2:13][NH:8][CH2:9]3)[C:14](=[O:15])[NH:16][C:17]2=[C:22]([F:23])[CH:21]=1, predict the reactants needed to synthesize it. The reactants are: C([N:8]1[CH2:13][CH2:12][CH:11]=[C:10]([C:14]([NH:16][C:17]2[C:22]([F:23])=[CH:21][C:20]([F:24])=[CH:19][C:18]=2Br)=[O:15])[CH2:9]1)C1C=CC=CC=1.BrC1C=C(F)C=C(F)C=1N.C[O:37][C:38]([C:40]1CN(CC2C=CC=CC=2)CCC=1)=[O:39]. (3) The reactants are: [CH2:1]([N:8]1[CH2:13][CH2:12][CH2:11][CH:10]([O:14][C:15]2[CH:20]=[CH:19][C:18]([N+:21]([O-:23])=[O:22])=[CH:17][CH:16]=2)[CH2:9]1)[C:2]1[CH:7]=[CH:6][CH:5]=[CH:4][CH:3]=1.Cl[CH2:25][S:26]([C:29]1[C:38]2[C:33](=[CH:34][CH:35]=[CH:36][CH:37]=2)[CH:32]=[CH:31][CH:30]=1)(=[O:28])=[O:27].CC(C)([O-])C.[K+].Cl. Given the product [CH2:1]([N:8]1[CH2:13][CH2:12][CH2:11][CH:10]([O:14][C:15]2[CH:16]=[CH:17][C:18]([N+:21]([O-:23])=[O:22])=[C:19]([CH2:25][S:26]([C:29]3[C:38]4[C:33](=[CH:34][CH:35]=[CH:36][CH:37]=4)[CH:32]=[CH:31][CH:30]=3)(=[O:27])=[O:28])[CH:20]=2)[CH2:9]1)[C:2]1[CH:7]=[CH:6][CH:5]=[CH:4][CH:3]=1, predict the reactants needed to synthesize it. (4) Given the product [ClH:19].[CH2:1]([C:3]1[C:8](=[O:9])[NH:7][C:6]([CH3:10])=[C:5]([C:11]2[S:15][C:14]([S:16]([N:24]3[CH2:25][CH2:26][CH2:27][N:21]([CH3:20])[CH2:22][CH2:23]3)(=[O:18])=[O:17])=[CH:13][CH:12]=2)[CH:4]=1)[CH3:2], predict the reactants needed to synthesize it. The reactants are: [CH2:1]([C:3]1[C:8](=[O:9])[NH:7][C:6]([CH3:10])=[C:5]([C:11]2[S:15][C:14]([S:16]([Cl:19])(=[O:18])=[O:17])=[CH:13][CH:12]=2)[CH:4]=1)[CH3:2].[CH3:20][N:21]1[CH2:27][CH2:26][CH2:25][NH:24][CH2:23][CH2:22]1. (5) Given the product [C:49]([NH:52][C:53]1([C:60]([O:62][CH3:63])=[O:61])[CH2:54][CH2:55][C:56]([O:59][S:3]([C:2]([F:48])([F:47])[F:1])(=[O:5])=[O:4])=[CH:57][CH2:58]1)(=[O:51])[CH3:50].[C:49]([NH:52][C:53]1([C:60]([O-:62])=[O:61])[CH2:54][CH2:55][C:56](=[O:59])[CH2:57][CH2:58]1)(=[O:51])[CH3:50], predict the reactants needed to synthesize it. The reactants are: [F:1][C:2]([F:48])([F:47])[S:3](OC1C(C)(C)[C@H]2[C@](C)(CC=1)[C@@H]1[C@](C)([C@@]3(C)[C@H](CC1)[C@H]1[C@H](C(C)=C)CC[C@]1(NCCN1CCS(=O)(=O)CC1)CC3)CC2)(=[O:5])=[O:4].[C:49]([NH:52][C:53]1([C:60]([O:62][CH3:63])=[O:61])[CH2:58][CH2:57][C:56](=[O:59])[CH2:55][CH2:54]1)(=[O:51])[CH3:50]. (6) Given the product [Br:1][C:5]1[C:6]2[C:11](=[CH:10][CH:9]=[CH:8][CH:7]=2)[NH:3][N:4]=1, predict the reactants needed to synthesize it. The reactants are: [Br:1]Br.[NH:3]1[C:11]2[C:6](=[CH:7][CH:8]=[CH:9][CH:10]=2)[CH:5]=[N:4]1.S(=O)(O)[O-].[Na+].Cl.